Dataset: Catalyst prediction with 721,799 reactions and 888 catalyst types from USPTO. Task: Predict which catalyst facilitates the given reaction. (1) Reactant: [CH3:1][CH2:2][C@@H:3]([C:51]([O-:53])=[O:52])[C@@H:4]1[O:9][C@@H:8]([C@H:10]([C@H:12]([OH:49])[C@@H:13]([C:15]([C@@H:17]([C@H:20]2[O:25][C@@:24]3([O:30][C@:29]4([O:34][C@@:33]([C@@H:36]5[O:41][C@@H:40]([CH3:42])[C@@:39]([OH:45])([CH2:43][CH3:44])[CH2:38][CH2:37]5)([CH3:35])[CH2:32][CH2:31]4)[C@H:28]([OH:46])[CH:27]=[CH:26]3)[C@H:23]([CH3:47])[CH2:22][C@@H:21]2[CH3:48])[CH2:18][CH3:19])=[O:16])[CH3:14])[CH3:11])[C@@H:7]([CH3:50])[CH2:6][CH2:5]1.[Na+:54].C(O)C. Product: [CH3:1][CH2:2][C@@H:3]([C:51]([OH:53])=[O:52])[C@@H:4]1[O:9][C@@H:8]([C@H:10]([C@H:12]([OH:49])[C@@H:13]([C:15]([C@@H:17]([C@H:20]2[O:25][C@@:24]3([O:30][C@:29]4([O:34][C@@:33]([C@@H:36]5[O:41][C@@H:40]([CH3:42])[C@@:39]([OH:45])([CH2:43][CH3:44])[CH2:38][CH2:37]5)([CH3:35])[CH2:32][CH2:31]4)[C@H:28]([OH:46])[CH:27]=[CH:26]3)[C@H:23]([CH3:47])[CH2:22][C@@H:21]2[CH3:48])[CH2:18][CH3:19])=[O:16])[CH3:14])[CH3:11])[C@@H:7]([CH3:50])[CH2:6][CH2:5]1.[CH3:1][CH2:2][C@@H:3]([C:51]([O-:53])=[O:52])[C@@H:4]1[O:9][C@@H:8]([C@H:10]([C@H:12]([OH:49])[C@@H:13]([C:15]([C@@H:17]([C@H:20]2[O:25][C@@:24]3([O:30][C@:29]4([O:34][C@@:33]([C@@H:36]5[O:41][C@@H:40]([CH3:42])[C@@:39]([OH:45])([CH2:43][CH3:44])[CH2:38][CH2:37]5)([CH3:35])[CH2:32][CH2:31]4)[C@H:28]([OH:46])[CH:27]=[CH:26]3)[C@H:23]([CH3:47])[CH2:22][C@@H:21]2[CH3:48])[CH2:18][CH3:19])=[O:16])[CH3:14])[CH3:11])[C@@H:7]([CH3:50])[CH2:6][CH2:5]1.[Na+:54]. The catalyst class is: 6. (2) Reactant: [NH2:1][C:2]1[CH:3]=[C:4]([NH:8]/[C:9](=[C:16]2\[C:17](=[O:25])[NH:18][C:19]3[C:24]\2=[CH:23][CH:22]=[CH:21][CH:20]=3)/[C:10]2[CH:15]=[CH:14][CH:13]=[CH:12][CH:11]=2)[CH:5]=[CH:6][CH:7]=1.[N:26]#[C:27][NH2:28].Cl. Product: [NH:1]([C:2]1[CH:3]=[C:4]([NH:8]/[C:9](=[C:16]2\[C:17](=[O:25])[NH:18][C:19]3[C:24]\2=[CH:23][CH:22]=[CH:21][CH:20]=3)/[C:10]2[CH:15]=[CH:14][CH:13]=[CH:12][CH:11]=2)[CH:5]=[CH:6][CH:7]=1)[C:27]([NH2:28])=[NH:26]. The catalyst class is: 8. (3) Reactant: C(N([CH2:6][CH3:7])CC)C.CN(C(ON1N=NC2C=CC=CC1=2)=[N+](C)C)C.[B-](F)(F)(F)[F:26].[C:30]([O:34][C:35]([NH:37][C:38]1([C:41]([OH:43])=O)[CH2:40][CH2:39]1)=[O:36])([CH3:33])(C)C.[NH2:44][CH2:45][C:46]1[CH:51]=[CH:50][C:49]([NH:52][C:53]2[CH:58]=[CH:57][CH:56]=[CH:55][C:54]=2[C:59]([F:62])([F:61])[F:60])=[CH:48][CH:47]=1. Product: [F:26][C:56]1[CH:57]=[CH:58][C:53]([NH:52][C:49]2[CH:50]=[CH:51][C:46]([CH2:45][NH:44][C:41]([C:38]3([NH:37][C:35](=[O:36])[O:34][CH2:30][CH2:33][CH2:6][CH3:7])[CH2:39][CH2:40]3)=[O:43])=[CH:47][CH:48]=2)=[C:54]([C:59]([F:60])([F:61])[F:62])[CH:55]=1. The catalyst class is: 3. (4) Reactant: [Cl:1][C:2]1[CH:3]=[CH:4][C:5]2[NH:11][C:10](=O)[C@@H:9]([CH2:13][C:14]([O:16][CH2:17][CH3:18])=[O:15])[S:8][C@H:7]([C:19]3[CH:24]=[CH:23][CH:22]=[C:21]([O:25][CH3:26])[C:20]=3[CH2:27][CH3:28])[C:6]=2[CH:29]=1.COC1C=CC(P2(SP(C3C=CC(OC)=CC=3)(=S)S2)=[S:39])=CC=1. Product: [Cl:1][C:2]1[CH:3]=[CH:4][C:5]2[NH:11][C:10](=[S:39])[C@@H:9]([CH2:13][C:14]([O:16][CH2:17][CH3:18])=[O:15])[S:8][C@H:7]([C:19]3[CH:24]=[CH:23][CH:22]=[C:21]([O:25][CH3:26])[C:20]=3[CH2:27][CH3:28])[C:6]=2[CH:29]=1. The catalyst class is: 11. (5) Reactant: O[CH:2]1[CH2:7][N:6]([C:8]([C:10]2[S:14][C:13]([CH3:15])=[N:12][C:11]=2[C:16]2[CH:21]=[CH:20][CH:19]=[CH:18][CH:17]=2)=[O:9])[CH:5]([CH2:22][NH:23][C:24]([C:26]2[CH:27]=[CH:28][CH:29]=[C:30]3[C:35]=2[N:34]=[CH:33][CH:32]=[CH:31]3)=[O:25])[CH2:4][CH2:3]1.COCCN(S(F)(F)[F:46])CCOC. Product: [F:46][CH:2]1[CH2:7][N:6]([C:8]([C:10]2[S:14][C:13]([CH3:15])=[N:12][C:11]=2[C:16]2[CH:21]=[CH:20][CH:19]=[CH:18][CH:17]=2)=[O:9])[CH:5]([CH2:22][NH:23][C:24]([C:26]2[CH:27]=[CH:28][CH:29]=[C:30]3[C:35]=2[N:34]=[CH:33][CH:32]=[CH:31]3)=[O:25])[CH2:4][CH2:3]1. The catalyst class is: 2. (6) Reactant: [CH2:1]([C:3]1[CH:4]=[CH:5][C:6]([CH3:9])=[N:7][CH:8]=1)[CH3:2].S(=O)(=O)(O)[OH:11].C(OC(=O)C)(=O)C.C([O-])([O-])=O.[Na+].[Na+].[Cr](O)(O)(=O)=O. Product: [CH3:9][C:6]1[N:7]=[CH:8][C:3]([C:1](=[O:11])[CH3:2])=[CH:4][CH:5]=1. The catalyst class is: 211. (7) Reactant: [CH3:1][S:2](Cl)(=[O:4])=[O:3].[O:6]1[CH2:11][CH2:10][CH2:9][CH2:8][CH:7]1[O:12][C:13]1[CH:14]=[C:15]([C:19]23[CH2:26][CH2:25][C:22]([CH2:27][CH2:28][CH2:29][CH2:30][OH:31])([CH2:23][CH2:24]2)[CH2:21][O:20]3)[CH:16]=[CH:17][CH:18]=1. Product: [CH3:1][S:2]([O:31][CH2:30][CH2:29][CH2:28][CH2:27][C:22]12[CH2:23][CH2:24][C:19]([C:15]3[CH:16]=[CH:17][CH:18]=[C:13]([O:12][CH:7]4[CH2:8][CH2:9][CH2:10][CH2:11][O:6]4)[CH:14]=3)([CH2:26][CH2:25]1)[O:20][CH2:21]2)(=[O:4])=[O:3]. The catalyst class is: 2. (8) The catalyst class is: 7. Reactant: [C:1]([NH:9][C:10]1[CH:19]=[CH:18][C:17]2[C:12](=[CH:13][CH:14]=[CH:15][CH:16]=2)[C:11]=1[C:20]1[C:29]2[C:24](=[CH:25][CH:26]=[CH:27][CH:28]=2)[CH:23]=[CH:22][C:21]=1[P:30]([C:38]1[CH:43]=[CH:42][CH:41]=[CH:40][CH:39]=1)([C:32]1[CH:37]=[CH:36][CH:35]=[CH:34][CH:33]=1)=O)(=O)[C:2]1[CH:7]=[CH:6][CH:5]=[CH:4][CH:3]=1. Product: [CH2:1]([NH:9][C:10]1[CH:19]=[CH:18][C:17]2[C:12](=[CH:13][CH:14]=[CH:15][CH:16]=2)[C:11]=1[C:20]1[C:29]2[C:24](=[CH:25][CH:26]=[CH:27][CH:28]=2)[CH:23]=[CH:22][C:21]=1[P:30]([C:38]1[CH:43]=[CH:42][CH:41]=[CH:40][CH:39]=1)[C:32]1[CH:33]=[CH:34][CH:35]=[CH:36][CH:37]=1)[C:2]1[CH:3]=[CH:4][CH:5]=[CH:6][CH:7]=1. (9) Reactant: [F:1][C:2]1[CH:3]=[C:4]([CH2:9][C:10]([NH:12][C@H:13]([C:15]([OH:17])=O)[CH3:14])=[O:11])[CH:5]=[C:6]([F:8])[CH:7]=1.[NH2:18][N:19]1[C:25](=[O:26])[CH:24]([CH:27]2[CH2:32][CH2:31][CH2:30][CH2:29][CH2:28]2)[C:23]2[CH:33]=[CH:34][CH:35]=[CH:36][C:22]=2[C:21]2[CH:37]=[CH:38][CH:39]=[CH:40][C:20]1=2. Product: [F:8][C:6]1[CH:5]=[C:4]([CH2:9][C:10]([NH:12][C@H:13]([C:15]([NH:18][N:19]2[C:25](=[O:26])[CH:24]([CH:27]3[CH2:28][CH2:29][CH2:30][CH2:31][CH2:32]3)[C:23]3[CH:33]=[CH:34][CH:35]=[CH:36][C:22]=3[C:21]3[CH:37]=[CH:38][CH:39]=[CH:40][C:20]2=3)=[O:17])[CH3:14])=[O:11])[CH:3]=[C:2]([F:1])[CH:7]=1. The catalyst class is: 254.